This data is from Catalyst prediction with 721,799 reactions and 888 catalyst types from USPTO. The task is: Predict which catalyst facilitates the given reaction. (1) Reactant: Br[C:2]1[N:10]=[CH:9][N:8]=[C:7]2[C:3]=1[NH:4][CH:5]=[N:6]2.[F:11][C:12]1[CH:13]=[C:14]([C:18]2[C:27]([CH2:28][NH2:29])=[CH:26][C:25]3[C:20](=[C:21]([O:30][CH3:31])[CH:22]=[CH:23][CH:24]=3)[N:19]=2)[CH:15]=[CH:16][CH:17]=1.C(N(CC)C(C)C)(C)C.C(O)CCC. Product: [F:11][C:12]1[CH:13]=[C:14]([C:18]2[C:27]([CH2:28][NH:29][C:2]3[N:10]=[CH:9][N:8]=[C:7]4[C:3]=3[N:4]=[CH:5][NH:6]4)=[CH:26][C:25]3[C:20](=[C:21]([O:30][CH3:31])[CH:22]=[CH:23][CH:24]=3)[N:19]=2)[CH:15]=[CH:16][CH:17]=1. The catalyst class is: 25. (2) Reactant: Br[C:2]1[S:3][CH:4]=[CH:5][N:6]=1.C([Li])CCC.[CH3:12][C:13]([O:16][C:17](=[O:28])[NH:18][CH2:19][CH2:20][CH2:21][C:22](NCOC)=[O:23])([CH3:15])[CH3:14]. The catalyst class is: 188. Product: [CH3:15][C:13]([O:16][C:17](=[O:28])[NH:18][CH2:19][CH2:20][CH2:21][C:22](=[O:23])[C:2]1[S:3][CH:4]=[CH:5][N:6]=1)([CH3:12])[CH3:14].